Dataset: NCI-60 drug combinations with 297,098 pairs across 59 cell lines. Task: Regression. Given two drug SMILES strings and cell line genomic features, predict the synergy score measuring deviation from expected non-interaction effect. Drug 1: CNC(=O)C1=CC=CC=C1SC2=CC3=C(C=C2)C(=NN3)C=CC4=CC=CC=N4. Drug 2: C1=CC(=CC=C1C#N)C(C2=CC=C(C=C2)C#N)N3C=NC=N3. Cell line: PC-3. Synergy scores: CSS=-1.89, Synergy_ZIP=1.41, Synergy_Bliss=-0.692, Synergy_Loewe=-2.97, Synergy_HSA=-3.08.